This data is from Forward reaction prediction with 1.9M reactions from USPTO patents (1976-2016). The task is: Predict the product of the given reaction. Given the reactants [C:1]([C:3]1[CH:8]=[CH:7][CH:6]=[CH:5][C:4]=1[O:9][CH2:10][C:11]1[CH:16]=[CH:15][C:14]([O:17][CH3:18])=[CH:13][CH:12]=1)#[CH:2].[N+:19]([CH:22](C(OCC)=O)[C:23]([O:25][CH2:26][CH3:27])=[O:24])([O-])=[O:20], predict the reaction product. The product is: [CH3:18][O:17][C:14]1[CH:13]=[CH:12][C:11]([CH2:10][O:9][C:4]2[CH:5]=[CH:6][CH:7]=[CH:8][C:3]=2[C:1]2[O:20][N:19]=[C:22]([C:23]([O:25][CH2:26][CH3:27])=[O:24])[CH:2]=2)=[CH:16][CH:15]=1.